From a dataset of Full USPTO retrosynthesis dataset with 1.9M reactions from patents (1976-2016). Predict the reactants needed to synthesize the given product. (1) Given the product [O:17]1[CH2:18][CH2:19][CH:14]([C:2]([C:3]2[CH:4]=[CH:5][C:6]([C:7]([O:9][CH3:10])=[O:8])=[CH:12][CH:13]=2)=[O:1])[CH2:15][CH2:16]1, predict the reactants needed to synthesize it. The reactants are: [OH:1][CH:2]([CH:14]1[CH2:19][CH2:18][O:17][CH2:16][CH2:15]1)[C:3]1[CH:13]=[CH:12][C:6]([C:7]([O:9][CH2:10]C)=[O:8])=[CH:5][CH:4]=1.CC(OI1(OC(C)=O)(OC(C)=O)OC(=O)C2C=CC=CC1=2)=O. (2) Given the product [N:32]1[CH:37]=[CH:36][CH:35]=[CH:34][C:33]=1[NH:38][C:2]1[C:10]2[O:9][CH2:8][C@@H:7]([N:11]([C:26](=[O:31])[C:27]([F:30])([F:29])[F:28])[C:12]3[CH:25]=[CH:24][C:15]4[C@H:16]([CH2:19][C:20]([O:22][CH3:23])=[O:21])[CH2:17][O:18][C:14]=4[CH:13]=3)[C:6]=2[CH:5]=[CH:4][CH:3]=1.[N:32]1[CH:37]=[CH:36][CH:35]=[CH:34][C:33]=1[NH:38][C:2]1[C:10]2[O:9][CH2:8][C@@H:7]([NH:11][C:12]3[CH:25]=[CH:24][C:15]4[C@H:16]([CH2:19][C:20]([O:22][CH3:23])=[O:21])[CH2:17][O:18][C:14]=4[CH:13]=3)[C:6]=2[CH:5]=[CH:4][CH:3]=1, predict the reactants needed to synthesize it. The reactants are: Br[C:2]1[C:10]2[O:9][CH2:8][C@@H:7]([N:11]([C:26](=[O:31])[C:27]([F:30])([F:29])[F:28])[C:12]3[CH:25]=[CH:24][C:15]4[C@H:16]([CH2:19][C:20]([O:22][CH3:23])=[O:21])[CH2:17][O:18][C:14]=4[CH:13]=3)[C:6]=2[CH:5]=[CH:4][CH:3]=1.[N:32]1[CH:37]=[CH:36][CH:35]=[CH:34][C:33]=1[NH2:38].C(=O)([O-])[O-].[Cs+].[Cs+].C1(P(C2C=CC=CC=2)C2C3OC4C(=CC=CC=4P(C4C=CC=CC=4)C4C=CC=CC=4)C(C)(C)C=3C=CC=2)C=CC=CC=1. (3) Given the product [NH2:2][C:3]1[C:4]2[C:14]([O:15][CH2:16][C:17]3([NH:21][C:27](=[O:28])[C:26]4[CH:30]=[CH:31][N:32]=[C:24]([N:23]([CH3:22])[CH3:33])[CH:25]=4)[CH2:20][CH2:19][CH2:18]3)=[CH:13][CH:12]=[CH:11][C:5]=2[NH:6][S:7](=[O:10])(=[O:9])[N:8]=1, predict the reactants needed to synthesize it. The reactants are: Cl.[NH2:2][C:3]1[C:4]2[C:14]([O:15][CH2:16][C:17]3([NH2:21])[CH2:20][CH2:19][CH2:18]3)=[CH:13][CH:12]=[CH:11][C:5]=2[NH:6][S:7](=[O:10])(=[O:9])[N:8]=1.[CH3:22][N:23]([CH3:33])[C:24]1[CH:25]=[C:26]([CH:30]=[CH:31][N:32]=1)[C:27](O)=[O:28]. (4) Given the product [Cl:1][C:2]1[CH:3]=[CH:4][C:5]([CH2:8][C@@H:9]([NH:29][C:30]([C@H:32]2[CH2:36][CH2:35][C@@H:34]([NH2:37])[CH2:33]2)=[O:31])[C:10]([N:12]2[CH2:17][CH2:16][CH:15]([C:18]3[CH:23]=[CH:22][CH:21]=[CH:20][C:19]=3[NH:24][S:25]([CH3:28])(=[O:27])=[O:26])[CH2:14][CH2:13]2)=[O:11])=[CH:6][CH:7]=1, predict the reactants needed to synthesize it. The reactants are: [Cl:1][C:2]1[CH:7]=[CH:6][C:5]([CH2:8][C@@H:9]([NH:29][C:30]([C@H:32]2[CH2:36][CH2:35][C@@H:34]([NH:37]C(OC(C)(C)C)=O)[CH2:33]2)=[O:31])[C:10]([N:12]2[CH2:17][CH2:16][CH:15]([C:18]3[CH:23]=[CH:22][CH:21]=[CH:20][C:19]=3[NH:24][S:25]([CH3:28])(=[O:27])=[O:26])[CH2:14][CH2:13]2)=[O:11])=[CH:4][CH:3]=1.C(O)(C(F)(F)F)=O. (5) Given the product [F:15][C:16]1[CH:17]=[C:18]([C:26]2[S:30][C:29]([NH:31][C:3]([NH:4][CH2:5][CH2:6][C:7]3[N:8]=[CH:9][N:10]([CH2:12][CH2:13][CH3:14])[CH:11]=3)=[O:2])=[N:28][C:27]=2[CH3:32])[CH:19]=[CH:20][C:21]=1[S:22]([CH3:25])(=[O:23])=[O:24], predict the reactants needed to synthesize it. The reactants are: [Br-].[O:2]=[C:3]1[N:8]2[CH:9]=[N+:10]([CH2:12][CH2:13][CH3:14])[CH:11]=[C:7]2[CH2:6][CH2:5][NH:4]1.[F:15][C:16]1[CH:17]=[C:18]([C:26]2[S:30][C:29]([NH2:31])=[N:28][C:27]=2[CH3:32])[CH:19]=[CH:20][C:21]=1[S:22]([CH3:25])(=[O:24])=[O:23].CCN(CC)CC. (6) Given the product [F:77][CH2:76][C:73]1([CH2:74][F:75])[O:72][B:71]([OH:78])[C:70]2[CH:79]=[C:66]([CH2:65][NH:64][C:23]([C:20]3[C:19]4[N:15]([CH:16]=[CH:17][CH:18]=4)[C:14]([C:11]4[CH2:10][C:9]([C:4]5[CH:3]=[C:2]([Cl:1])[CH:7]=[C:6]([Cl:8])[CH:5]=5)([C:26]([F:29])([F:27])[F:28])[O:13][N:12]=4)=[CH:22][CH:21]=3)=[O:25])[CH:67]=[CH:68][C:69]1=2, predict the reactants needed to synthesize it. The reactants are: [Cl:1][C:2]1[CH:3]=[C:4]([C:9]2([C:26]([F:29])([F:28])[F:27])[O:13][N:12]=[C:11]([C:14]3[N:15]4[C:19]([C:20]([C:23]([OH:25])=O)=[CH:21][CH:22]=3)=[CH:18][CH:17]=[CH:16]4)[CH2:10]2)[CH:5]=[C:6]([Cl:8])[CH:7]=1.CCN(C(C)C)C(C)C.CN(C(ON1N=NC2C=CC=NC1=2)=[N+](C)C)C.F[P-](F)(F)(F)(F)F.Cl.[NH2:64][CH2:65][C:66]1[CH:67]=[CH:68][C:69]2[C:73]([CH2:76][F:77])([CH2:74][F:75])[O:72][B:71]([OH:78])[C:70]=2[CH:79]=1. (7) Given the product [CH3:1][O:2][C:3]1[CH:4]=[CH:5][C:6]([CH2:7][N:8]2[C:13]3[S:14][C:15]([CH2:17][N:25]4[CH2:30][CH2:29][O:28][CH2:27][CH2:26]4)=[CH:16][C:12]=3[C:11]3=[CH:19][CH:20]=[N:21][N:10]3[C:9]2=[O:22])=[CH:23][CH:24]=1, predict the reactants needed to synthesize it. The reactants are: [CH3:1][O:2][C:3]1[CH:24]=[CH:23][C:6]([CH2:7][N:8]2[C:13]3[S:14][C:15]([CH:17]=O)=[CH:16][C:12]=3[C:11]3=[CH:19][CH:20]=[N:21][N:10]3[C:9]2=[O:22])=[CH:5][CH:4]=1.[NH:25]1[CH2:30][CH2:29][O:28][CH2:27][CH2:26]1.C([BH3-])#N.[Na+].C(=O)(O)[O-].[Na+].